This data is from Retrosynthesis with 50K atom-mapped reactions and 10 reaction types from USPTO. The task is: Predict the reactants needed to synthesize the given product. (1) Given the product CC(=O)N1C(=O)C(C)c2ccc(Br)cc21, predict the reactants needed to synthesize it. The reactants are: CC(=O)OC(C)=O.CC1C(=O)Nc2cc(Br)ccc21. (2) Given the product Cc1onc(-c2cccc(F)c2)c1-c1cn(-c2cccc(C(=O)NC3CCCC3)c2)cn1, predict the reactants needed to synthesize it. The reactants are: Cc1onc(-c2cccc(F)c2)c1-c1cn(-c2cccc(C(=O)O)c2)cn1.NC1CCCC1. (3) Given the product Cc1cnc(N2CCN(C(=O)c3ccc(N4C(=O)NC(=O)C4C)nc3)CC2)c(C)c1, predict the reactants needed to synthesize it. The reactants are: COc1ccc(CN2C(=O)C(C)N(c3ccc(C(=O)N4CCN(c5ncc(C)cc5C)CC4)cn3)C2=O)cc1.